Predict which catalyst facilitates the given reaction. From a dataset of Catalyst prediction with 721,799 reactions and 888 catalyst types from USPTO. (1) Reactant: C(OC(=O)[NH:5][C:6]1[N:15]([CH:16]([C:18]2[CH:23]=[CH:22][C:21]([O:24][CH2:25][C:26]3[CH:27]=[N:28][C:29]([C:32]([F:35])([F:34])[F:33])=[CH:30][CH:31]=3)=[C:20]([O:36][CH3:37])[CH:19]=2)[CH3:17])[C:9]2=[N:10][CH:11]=[C:12]([I:14])[CH:13]=[C:8]2[N:7]=1)C.[O-]P([O-])([O-])=O.[K+].[K+].[K+]. Product: [I:14][C:12]1[CH:13]=[C:8]2[N:7]=[C:6]([NH2:5])[N:15]([CH:16]([C:18]3[CH:23]=[CH:22][C:21]([O:24][CH2:25][C:26]4[CH:27]=[N:28][C:29]([C:32]([F:33])([F:34])[F:35])=[CH:30][CH:31]=4)=[C:20]([O:36][CH3:37])[CH:19]=3)[CH3:17])[C:9]2=[N:10][CH:11]=1. The catalyst class is: 40. (2) Reactant: [Cl:1][C:2]1[CH:3]=[C:4]([CH2:19][N:20]2[C:24]([CH3:25])=[CH:23][C:22]([C:26]([O:28]CC)=[O:27])=[N:21]2)[C:5]2[O:9][C:8]([C:10]3[CH:15]=[CH:14][C:13]([Cl:16])=[CH:12][C:11]=3[Cl:17])=[CH:7][C:6]=2[CH:18]=1.[OH-].[Na+]. Product: [Cl:1][C:2]1[CH:3]=[C:4]([CH2:19][N:20]2[C:24]([CH3:25])=[CH:23][C:22]([C:26]([OH:28])=[O:27])=[N:21]2)[C:5]2[O:9][C:8]([C:10]3[CH:15]=[CH:14][C:13]([Cl:16])=[CH:12][C:11]=3[Cl:17])=[CH:7][C:6]=2[CH:18]=1. The catalyst class is: 14. (3) Reactant: [O:1]1[CH:5]=[CH:4][CH:3]=[C:2]1[C:6]1[O:7][C:8]([CH3:42])=[C:9]([CH2:11][O:12][C:13]2[CH:39]=[CH:38][C:16]([CH2:17][O:18][C:19]3[C:23](/[CH:24]=[CH:25]/[C:26](N(OC)C)=[O:27])=[CH:22][N:21]([C:32]4[CH:37]=[CH:36][CH:35]=[CH:34][CH:33]=4)[N:20]=3)=[CH:15][C:14]=2[O:40][CH3:41])[N:10]=1.[CH2:43]([Mg]Br)[CH2:44][CH3:45].Cl. Product: [O:1]1[CH:5]=[CH:4][CH:3]=[C:2]1[C:6]1[O:7][C:8]([CH3:42])=[C:9]([CH2:11][O:12][C:13]2[CH:39]=[CH:38][C:16]([CH2:17][O:18][C:19]3[C:23](/[CH:24]=[CH:25]/[C:26](=[O:27])[CH2:43][CH2:44][CH3:45])=[CH:22][N:21]([C:32]4[CH:33]=[CH:34][CH:35]=[CH:36][CH:37]=4)[N:20]=3)=[CH:15][C:14]=2[O:40][CH3:41])[N:10]=1. The catalyst class is: 7. (4) Reactant: [NH2:1][C:2]1[N:7]=[C:6]([CH3:8])[C:5]([CH2:9][C:10]2[CH:19]=[CH:18][C:13]([C:14](OC)=[O:15])=[CH:12][C:11]=2[F:20])=[C:4]([NH:21][CH2:22][CH2:23][CH2:24][CH2:25][CH3:26])[N:3]=1.[H-].[Al+3].[Li+].[H-].[H-].[H-].CCOC(C)=O.[OH-].[Na+]. Product: [NH2:1][C:2]1[N:7]=[C:6]([CH3:8])[C:5]([CH2:9][C:10]2[CH:19]=[CH:18][C:13]([CH2:14][OH:15])=[CH:12][C:11]=2[F:20])=[C:4]([NH:21][CH2:22][CH2:23][CH2:24][CH2:25][CH3:26])[N:3]=1. The catalyst class is: 1. (5) Reactant: FC(F)(F)S(O[C:7]1[CH:12]=[CH:11][C:10]([C@H:13]2[CH2:18][CH2:17][C@H:16]([CH2:19][C:20]([O:22][CH3:23])=[O:21])[CH2:15][CH2:14]2)=[CH:9][CH:8]=1)(=O)=O.[NH2:26][CH2:27][CH2:28][C:29]([O:31][CH2:32][CH3:33])=[O:30].C(=O)([O-])[O-].[Cs+].[Cs+].C1(P(C2CCCCC2)C2C=CC=CC=2C2C(CCC)=CC(CCC)=CC=2CCC)CCCCC1.CCN(C(C)C)C(C)C. Product: [CH3:23][O:22][C:20](=[O:21])[CH2:19][C@H:16]1[CH2:17][CH2:18][C@H:13]([C:10]2[CH:11]=[CH:12][C:7]([NH:26][CH2:27][CH2:28][C:29]([O:31][CH2:32][CH3:33])=[O:30])=[CH:8][CH:9]=2)[CH2:14][CH2:15]1. The catalyst class is: 164. (6) Reactant: [CH3:1][N:2]1[C:7]2=[CH:8][S:9][C:10](C)=[C:6]2[C:5](=[O:12])[N:4]([CH3:13])[C:3]1=[O:14].[Cl:15][C:16]1[CH:21]=[CH:20][C:19]([C:22]2[CH:26]=[C:25]([NH2:27])[O:24][N:23]=2)=[CH:18][CH:17]=1.CCN=C=NC[CH2:34][CH2:35]N(C)C.Cl.C1C=CC2N([OH:49])N=NC=2C=1. Product: [Cl:15][C:16]1[CH:17]=[CH:18][C:19]([C:22]2[CH:26]=[C:25]([NH:27][C:34](=[O:49])[CH2:35][C:7]3[C:6]4[C:5](=[O:12])[N:4]([CH3:13])[C:3](=[O:14])[N:2]([CH3:1])[C:10]=4[S:9][CH:8]=3)[O:24][N:23]=2)=[CH:20][CH:21]=1. The catalyst class is: 864. (7) Reactant: [O:1]([C:8]1[CH:13]=[CH:12][C:11]([C:14]2[C:22]3[C:17](=[N:18][CH:19]=[N:20][C:21]=3[NH2:23])[N:16]([CH:24]3[CH2:32][CH2:31][C:27]4([CH2:30][NH:29][CH2:28]4)[CH2:26][CH2:25]3)[N:15]=2)=[CH:10][CH:9]=1)[C:2]1[CH:7]=[CH:6][CH:5]=[CH:4][CH:3]=1.C(N(CC)CC)C.[C:40](Cl)(=[O:43])[CH:41]=[CH2:42]. Product: [NH2:23][C:21]1[N:20]=[CH:19][N:18]=[C:17]2[N:16]([CH:24]3[CH2:32][CH2:31][C:27]4([CH2:30][N:29]([C:40](=[O:43])[CH:41]=[CH2:42])[CH2:28]4)[CH2:26][CH2:25]3)[N:15]=[C:14]([C:11]3[CH:10]=[CH:9][C:8]([O:1][C:2]4[CH:3]=[CH:4][CH:5]=[CH:6][CH:7]=4)=[CH:13][CH:12]=3)[C:22]=12. The catalyst class is: 2. (8) Product: [CH2:1]([CH:8]1[CH2:13][CH2:12][N:11]([CH2:15][CH2:16][OH:17])[CH2:10][CH2:9]1)[C:2]1[CH:7]=[CH:6][CH:5]=[CH:4][CH:3]=1. The catalyst class is: 18. Reactant: [CH2:1]([CH:8]1[CH2:13][CH2:12][NH:11][CH2:10][CH2:9]1)[C:2]1[CH:7]=[CH:6][CH:5]=[CH:4][CH:3]=1.Cl[CH2:15][CH2:16][OH:17].C([O-])([O-])=O.[K+].[K+].